Dataset: Reaction yield outcomes from USPTO patents with 853,638 reactions. Task: Predict the reaction yield, written as a fraction of the theoretical maximum amount of product (1.0 means a 100% yield; for example, 0.34 means a 34% yield). (1) The reactants are Cl[C:2]1[CH:3]=[CH:4][C:5]2[N:6]([CH:8]=[CH:9][N:10]=2)[N:7]=1.[NH2:11][C:12]1[CH:17]=[CH:16][CH:15]=[CH:14][C:13]=1[OH:18].C(=O)([O-])[O-].[K+].[K+].CN1CCCC1=O. The catalyst is [OH-].[Na+]. The product is [N:10]1[CH:9]=[CH:8][N:6]2[C:5]=1[CH:4]=[CH:3][C:2]([O:18][C:13]1[CH:14]=[CH:15][CH:16]=[CH:17][C:12]=1[NH2:11])=[N:7]2. The yield is 0.140. (2) The reactants are [F:1][C:2]([F:12])([F:11])[C:3]1[N:4]=[C:5]([C:8]([OH:10])=O)[S:6][CH:7]=1.[NH2:13][C:14]1[C:19]([CH3:20])=[C:18]([O:21][CH3:22])[CH:17]=[CH:16][C:15]=1[C:23](=[O:25])[CH3:24].C(C1C=CC(OC)=CC=1NC(C1SC=C(C(C)C)N=1)=O)(=O)C. No catalyst specified. The product is [C:23]([C:15]1[C:14]([NH:13][C:8]([C:5]2[S:6][CH:7]=[C:3]([C:2]([F:1])([F:12])[F:11])[N:4]=2)=[O:10])=[C:19]([CH3:20])[C:18]([O:21][CH3:22])=[CH:17][CH:16]=1)(=[O:25])[CH3:24]. The yield is 0.740. (3) The reactants are C1(C2C=CC=CC=2)C=CC=CC=1.C(OC(=O)[NH:19][C@@H:20]1[CH2:24][CH2:23][N:22]([S:25]([C:28]2[C:33]([Cl:34])=[CH:32][CH:31]=[C:30]([NH:35][C:36]3[C:39](=[O:40])[C:38](=[O:41])[C:37]=3Cl)[C:29]=2[OH:43])(=[O:27])=[O:26])[CH2:21]1)(C)(C)C.[NH2:45][C:46]1[CH:51]=[CH:50][CH:49]=[CH:48][CH:47]=1. The catalyst is CN(C=O)C. The product is [NH2:19][C@@H:20]1[CH2:24][CH2:23][N:22]([S:25]([C:28]2[C:29]([OH:43])=[C:30]([NH:35][C:36]3[C:39](=[O:40])[C:38](=[O:41])[C:37]=3[NH:45][C:46]3[CH:51]=[CH:50][CH:49]=[CH:48][CH:47]=3)[CH:31]=[CH:32][C:33]=2[Cl:34])(=[O:27])=[O:26])[CH2:21]1. The yield is 0.0600. (4) The reactants are Br[C:2]1[C:11]2[C:6](=[CH:7][CH:8]=[C:9]([O:12][CH3:13])[CH:10]=2)[C:5](=[O:14])[N:4]([C:15]2[CH:20]=[CH:19][C:18]([O:21][CH3:22])=[CH:17][CH:16]=2)[CH:3]=1.C(=O)([O-])[O-].[K+].[K+].[C:29]1(B(O)O)[CH:34]=[CH:33][CH:32]=[CH:31][CH:30]=1. The catalyst is C1C=CC([P]([Pd]([P](C2C=CC=CC=2)(C2C=CC=CC=2)C2C=CC=CC=2)([P](C2C=CC=CC=2)(C2C=CC=CC=2)C2C=CC=CC=2)[P](C2C=CC=CC=2)(C2C=CC=CC=2)C2C=CC=CC=2)(C2C=CC=CC=2)C2C=CC=CC=2)=CC=1. The product is [CH3:13][O:12][C:9]1[CH:10]=[C:11]2[C:6](=[CH:7][CH:8]=1)[C:5](=[O:14])[N:4]([C:15]1[CH:20]=[CH:19][C:18]([O:21][CH3:22])=[CH:17][CH:16]=1)[CH:3]=[C:2]2[C:29]1[CH:34]=[CH:33][CH:32]=[CH:31][CH:30]=1. The yield is 0.980. (5) The reactants are [Cl:1][C:2]1[CH:7]=[CH:6][C:5]([Cl:8])=[CH:4][C:3]=1[C:9]1([C:14]#N)[CH2:13][CH2:12][CH2:11][CH2:10]1.[H-].C([Al+]CC(C)C)C(C)C.C(OCC)(=[O:28])C. The catalyst is ClCCl.CCCCCC. The product is [Cl:1][C:2]1[CH:7]=[CH:6][C:5]([Cl:8])=[CH:4][C:3]=1[C:9]1([CH:14]=[O:28])[CH2:13][CH2:12][CH2:11][CH2:10]1. The yield is 0.768.